Dataset: Drug-target binding data from BindingDB using Ki measurements. Task: Regression. Given a target protein amino acid sequence and a drug SMILES string, predict the binding affinity score between them. We predict pKi (pKi = -log10(Ki in M); higher means stronger inhibition). Dataset: bindingdb_ki. (1) The small molecule is O=CN(C1CCCC1)C1CC1. The target protein (P40394) has sequence MFAEIQIQDKDRMGTAGKVIKCKAAVLWEQKQPFSIEEIEVAPPKTKEVRIKILATGICRTDDHVIKGTMVSKFPVIVGHEATGIVESIGEGVTTVKPGDKVIPLFLPQCRECNACRNPDGNLCIRSDITGRGVLADGTTRFTCKGKPVHHFMNTSTFTEYTVVDESSVAKIDDAAPPEKVCLIGCGFSTGYGAAVKTGKVKPGSTCVVFGLGGVGLSVIMGCKSAGASRIIGIDLNKDKFEKAMAVGATECISPKDSTKPISEVLSEMTGNNVGYTFEVIGHLETMIDALASCHMNYGTSVVVGVPPSAKMLTYDPMLLFTGRTWKGCVFGGLKSRDDVPKLVTEFLAKKFDLDQLITHVLPFKKISEGFELLNSGQSIRTVLTF. The pKi is 3.0. (2) The target protein sequence is PQITLWQRPLVTVKIGGQLKEALLDTGADDTVLEDINLPGKWKPKMIGGIGGFIKVRQYDQILIEICGKKAIGTVLVGPTPFNIIGRNMLTQIGCTLNF. The pKi is 9.2. The small molecule is Cc1cccc(C)c1OCC(=O)N[C@@H](Cc1ccccc1)[C@@H](O)C[C@H](Cc1ccccc1)NC(=O)[C@H](C(C)C)N1CCCNC1=O. (3) The compound is C[NH+](C)CCC(O)(P(=O)([O-])O)P(=O)([O-])O. The target protein (Q07010) has sequence MEPACKYDFATSVLFTEAELHTRMRGVAQRIADDYSNCNLKPLENPLVIVSVLKGSFVFTADMVRILGDFGVPTRVEFLRASSYGHDTKSCGRVDVKADGLCDIRGKHVLVLEDILDTALTLREVVDSLKKSEPASIKTLVAIDKPGGRKIPFTAEYVVADVPNVFVVGYGLDYDQSYREVRDVVILKPSVYETWGKELERRKAAGEAKR. The pKi is 3.9. (4) The small molecule is CNCC[C@@H](Oc1cccc2ccccc12)c1cccs1. The target is MLLARMKPQVQPELGGADQ. The pKi is 7.8.